Predict the reactants needed to synthesize the given product. From a dataset of Full USPTO retrosynthesis dataset with 1.9M reactions from patents (1976-2016). (1) Given the product [C:1]([O:5][C:6](=[O:48])[C:7]1[CH:12]=[CH:11][C:10]([CH2:13][CH2:14][S:15]([N:18]2[CH2:19][CH2:20][C:21]3([N:25]=[C:24]([C:26]4[CH:31]=[C:30]([C:32]([F:33])([F:35])[F:34])[CH:29]=[C:28]([OH:36])[CH:27]=4)[NH:23][C:22]3=[O:44])[CH2:45][CH2:46]2)(=[O:16])=[O:17])=[C:9]([CH3:47])[CH:8]=1)([CH3:4])([CH3:3])[CH3:2], predict the reactants needed to synthesize it. The reactants are: [C:1]([O:5][C:6](=[O:48])[C:7]1[CH:12]=[CH:11][C:10]([CH2:13][CH2:14][S:15]([N:18]2[CH2:46][CH2:45][C:21]3([N:25]=[C:24]([C:26]4[CH:31]=[C:30]([C:32]([F:35])([F:34])[F:33])[CH:29]=[C:28]([O:36]CC5C=CC=CC=5)[CH:27]=4)[NH:23][C:22]3=[O:44])[CH2:20][CH2:19]2)(=[O:17])=[O:16])=[C:9]([CH3:47])[CH:8]=1)([CH3:4])([CH3:3])[CH3:2].[H][H].ClCCl.CO. (2) Given the product [Cl:12][C:13]1[N:18]=[CH:17][C:16]([CH2:19][N+:20]2[C:25]([O-:26])=[C:24]([C:6]3[CH:7]=[CH:8][C:3]([C:1]#[N:2])=[CH:4][CH:5]=3)[C:23](=[O:28])[N:22]3[CH:29]=[CH:30][CH:31]=[CH:32][C:21]=23)=[CH:15][CH:14]=1, predict the reactants needed to synthesize it. The reactants are: [C:1]([C:3]1[CH:8]=[CH:7][C:6](B(O)O)=[CH:5][CH:4]=1)#[N:2].[Cl:12][C:13]1[N:18]=[CH:17][C:16]([CH2:19][N+:20]2[C:25]([O-:26])=[C:24](I)[C:23](=[O:28])[N:22]3[CH:29]=[CH:30][CH:31]=[CH:32][C:21]=23)=[CH:15][CH:14]=1.C(=O)([O-])[O-].[Cs+].[Cs+].O1CCOCC1. (3) Given the product [CH2:1]([O:8][C:9]1[N:14]=[CH:13][C:12]([O:15][C:23]2[CH:32]=[C:31]([F:33])[CH:30]=[CH:29][C:24]=2[C:25]([O:27][CH3:28])=[O:26])=[CH:11][CH:10]=1)[C:2]1[CH:3]=[CH:4][CH:5]=[CH:6][CH:7]=1, predict the reactants needed to synthesize it. The reactants are: [CH2:1]([O:8][C:9]1[N:14]=[CH:13][C:12]([OH:15])=[CH:11][CH:10]=1)[C:2]1[CH:7]=[CH:6][CH:5]=[CH:4][CH:3]=1.CC(C)([O-])C.[K+].F[C:23]1[CH:32]=[C:31]([F:33])[CH:30]=[CH:29][C:24]=1[C:25]([O:27][CH3:28])=[O:26]. (4) Given the product [CH2:3]([O:10][C:11]1[CH:26]=[CH:25][C:24]([C:27]2[N:28]=[CH:29][CH:30]=[CH:31][N:32]=2)=[CH:23][C:12]=1[C:13]([OH:15])=[O:14])[C:4]1[CH:5]=[CH:6][CH:7]=[CH:8][CH:9]=1, predict the reactants needed to synthesize it. The reactants are: [OH-].[Na+].[CH2:3]([O:10][C:11]1[CH:26]=[CH:25][C:24]([C:27]2[N:32]=[CH:31][CH:30]=[CH:29][N:28]=2)=[CH:23][C:12]=1[C:13]([O:15]CC1C=CC=CC=1)=[O:14])[C:4]1[CH:9]=[CH:8][CH:7]=[CH:6][CH:5]=1.C1(C)C=CC=CC=1. (5) Given the product [CH3:1][C:2]1[C:3]([C:22]([N:26]2[CH2:31][CH2:30][CH:29]([C:32]3[CH:33]=[C:34]([CH:39]=[CH:40][CH:41]=3)[C:35]([OH:37])=[O:36])[CH2:28][CH2:27]2)=[O:24])=[CH:4][C:5]2[C:6]3[N:15]([CH:16]4[CH2:21][CH2:20][O:19][CH2:18][CH2:17]4)[N:14]=[CH:13][C:7]=3[C:8](=[O:12])[NH:9][C:10]=2[CH:11]=1, predict the reactants needed to synthesize it. The reactants are: [CH3:1][C:2]1[C:3]([C:22]([OH:24])=O)=[CH:4][C:5]2[C:6]3[N:15]([CH:16]4[CH2:21][CH2:20][O:19][CH2:18][CH2:17]4)[N:14]=[CH:13][C:7]=3[C:8](=[O:12])[NH:9][C:10]=2[CH:11]=1.Cl.[NH:26]1[CH2:31][CH2:30][CH:29]([C:32]2[CH:33]=[C:34]([CH:39]=[CH:40][CH:41]=2)[C:35]([O:37]C)=[O:36])[CH2:28][CH2:27]1.ON1C2C=CC=CC=2N=N1.N=C=N.C(=O)([O-])[O-].[N-]=C=O. (6) Given the product [CH3:41][N:42]1[CH2:47][CH2:46][N:45]([CH2:31][C:32]2[CH:40]=[CH:39][C:35]([C:36]([NH:1][C:2]3[S:6][C:5]([NH:7][C:8]4[CH:17]=[CH:16][C:15]5[C:10](=[CH:11][CH:12]=[CH:13][CH:14]=5)[CH:9]=4)=[N:4][C:3]=3[C:18]([NH2:20])=[O:19])=[O:37])=[CH:34][CH:33]=2)[CH2:44][CH2:43]1, predict the reactants needed to synthesize it. The reactants are: [NH2:1][C:2]1[S:6][C:5]([NH:7][C:8]2[CH:17]=[CH:16][C:15]3[C:10](=[CH:11][CH:12]=[CH:13][CH:14]=3)[CH:9]=2)=[N:4][C:3]=1[C:18]([NH2:20])=[O:19].C(N(CC)C(C)C)(C)C.Cl[CH2:31][C:32]1[CH:40]=[CH:39][C:35]([C:36](Cl)=[O:37])=[CH:34][CH:33]=1.[CH3:41][N:42]1[CH2:47][CH2:46][NH:45][CH2:44][CH2:43]1. (7) Given the product [F:2][C:3]1[CH:4]=[CH:5][C:6]([N+:18]([O-:20])=[O:19])=[C:7]([CH:17]=1)[O:8][C@@H:9]1[CH2:14][CH2:13][C@H:12]([N:15]([CH3:16])[S:22]([CH3:21])(=[O:24])=[O:23])[CH2:11][CH2:10]1, predict the reactants needed to synthesize it. The reactants are: Cl.[F:2][C:3]1[CH:4]=[CH:5][C:6]([N+:18]([O-:20])=[O:19])=[C:7]([CH:17]=1)[O:8][C@@H:9]1[CH2:14][CH2:13][C@H:12]([NH:15][CH3:16])[CH2:11][CH2:10]1.[CH3:21][S:22](Cl)(=[O:24])=[O:23]. (8) Given the product [OH:1][NH:2][C:3]([C:5]1[CH:6]=[C:7]([C:16]([OH:18])=[O:17])[CH:8]=[C:9]([C:11]([OH:13])=[O:12])[CH:10]=1)=[O:4], predict the reactants needed to synthesize it. The reactants are: [OH:1][NH:2][C:3]([C:5]1[CH:6]=[C:7]([C:16]([O:18]CC)=[O:17])[CH:8]=[C:9]([C:11]([O:13]CC)=[O:12])[CH:10]=1)=[O:4].[OH-].[Na+]. (9) Given the product [CH3:1][C:2]([S:25][S:26][CH3:27])([CH3:24])[CH2:3][S:4][CH2:5][C:6]1[CH:7]=[C:8]([CH2:28][OH:31])[CH:9]=[C:10]([CH2:12][OH:37])[CH:11]=1, predict the reactants needed to synthesize it. The reactants are: [CH3:1][C:2]([S:25][S:26][CH3:27])([CH3:24])[CH2:3][S:4][CH2:5][C:6]1[CH:7]=[C:8](CCS([O-])(=O)=O)[CH:9]=[C:10]([CH2:12]CS([O-])(=O)=O)[CH:11]=1.[C:28](=[O:31])([O-])[O-].[K+].[K+].CN(C)C=[O:37]. (10) Given the product [Cl:17][C:18]1[CH:23]=[CH:22][C:21]([S:24]([N:7]2[C:8]3[CH:9]=[CH:10][C:2]([CH3:1])=[CH:3][C:4]=3[C:5]3[N:14]4[CH2:15][CH2:16][CH:11]([C:6]2=3)[CH2:12][CH2:13]4)(=[O:26])=[O:25])=[CH:20][CH:19]=1, predict the reactants needed to synthesize it. The reactants are: [CH3:1][C:2]1[CH:10]=[CH:9][C:8]2[NH:7][C:6]3[CH:11]4[CH2:16][CH2:15][N:14]([C:5]=3[C:4]=2[CH:3]=1)[CH2:13][CH2:12]4.[Cl:17][C:18]1[CH:23]=[CH:22][C:21]([S:24](Cl)(=[O:26])=[O:25])=[CH:20][CH:19]=1.